This data is from Full USPTO retrosynthesis dataset with 1.9M reactions from patents (1976-2016). The task is: Predict the reactants needed to synthesize the given product. (1) Given the product [C:12]1([C:4]2[CH:3]=[C:2]([SH:20])[C:11]3[C:6](=[CH:7][CH:8]=[CH:9][CH:10]=3)[N:5]=2)[CH:17]=[CH:16][CH:15]=[CH:14][CH:13]=1, predict the reactants needed to synthesize it. The reactants are: Cl[C:2]1[C:11]2[C:6](=[CH:7][CH:8]=[CH:9][CH:10]=2)[N:5]=[C:4]([C:12]2[CH:17]=[CH:16][CH:15]=[CH:14][CH:13]=2)[CH:3]=1.C([S-:20])C.[Na+]. (2) Given the product [O:23]=[CH:24][CH2:25][CH2:26][C:27]1[CH:32]=[C:31]([C:33]2[CH:38]=[CH:37][CH:36]=[C:35]([C:39]([F:42])([F:40])[F:41])[CH:34]=2)[N:30]=[C:29]([C:43]#[N:44])[N:28]=1, predict the reactants needed to synthesize it. The reactants are: CC(OI1(OC(C)=O)(OC(C)=O)OC(=O)C2C=CC=CC1=2)=O.[OH:23][CH2:24][CH2:25][CH2:26][C:27]1[CH:32]=[C:31]([C:33]2[CH:38]=[CH:37][CH:36]=[C:35]([C:39]([F:42])([F:41])[F:40])[CH:34]=2)[N:30]=[C:29]([C:43]#[N:44])[N:28]=1. (3) The reactants are: [CH2:1]([O:8][C:9]1[C:10]([NH:16][C:17]2[S:18][C:19]3[C:24]([N:25]=2)=[CH:23][C:22]([C:26]([O:28]C)=[O:27])=[CH:21][N:20]=3)=[N:11][CH:12]=[C:13]([Br:15])[CH:14]=1)[C:2]1[CH:7]=[CH:6][CH:5]=[CH:4][CH:3]=1.[OH-].[Na+]. Given the product [CH2:1]([O:8][C:9]1[C:10]([NH:16][C:17]2[S:18][C:19]3[C:24]([N:25]=2)=[CH:23][C:22]([C:26]([OH:28])=[O:27])=[CH:21][N:20]=3)=[N:11][CH:12]=[C:13]([Br:15])[CH:14]=1)[C:2]1[CH:7]=[CH:6][CH:5]=[CH:4][CH:3]=1, predict the reactants needed to synthesize it. (4) Given the product [Cl:11][C:12]1[C:13]([CH:18]([CH3:21])[CH:19]=[O:20])=[N:14][CH:15]=[CH:16][CH:17]=1, predict the reactants needed to synthesize it. The reactants are: CS(C)=O.C(Cl)(=O)C(Cl)=O.[Cl:11][C:12]1[C:13]([CH:18]([CH3:21])[CH2:19][OH:20])=[N:14][CH:15]=[CH:16][CH:17]=1. (5) The reactants are: [CH3:1][O:2][CH2:3][CH2:4][O:5][CH2:6][CH2:7][O:8][CH2:9][CH2:10][OH:11].[CH2:12]([O:14][C:15](=[O:19])[CH2:16][CH:17]=[CH2:18])[CH3:13]. Given the product [CH2:12]([O:14][C:15](=[O:19])[CH2:16][CH2:17][CH2:18][O:11][CH2:10][CH2:9][O:8][CH2:7][CH2:6][O:5][CH2:4][CH2:3][O:2][CH3:1])[CH3:13], predict the reactants needed to synthesize it. (6) Given the product [F:1][C:2]([F:15])([CH:12]([F:13])[F:14])[CH:3]([C:5]1[CH:10]=[CH:9][CH:8]=[C:7]([CH3:11])[CH:6]=1)[OH:4], predict the reactants needed to synthesize it. The reactants are: [F:1][C:2]([F:15])([CH:12]([F:14])[F:13])[C:3]([C:5]1[CH:10]=[CH:9][CH:8]=[C:7]([CH3:11])[CH:6]=1)=[O:4].[BH4-].[Na+]. (7) Given the product [OH:4][CH:3]([C:5]1[CH:10]=[CH:9][CH:8]=[CH:7][CH:6]=1)[CH2:2][NH:1][C:16](=[O:17])[O:15][C:12]([CH3:14])([CH3:13])[CH3:11], predict the reactants needed to synthesize it. The reactants are: [NH2:1][CH2:2][CH:3]([C:5]1[CH:10]=[CH:9][CH:8]=[CH:7][CH:6]=1)[OH:4].[CH3:11][C:12]([O:15][C:16](O[C:16]([O:15][C:12]([CH3:14])([CH3:13])[CH3:11])=[O:17])=[O:17])([CH3:14])[CH3:13].